From a dataset of Reaction yield outcomes from USPTO patents with 853,638 reactions. Predict the reaction yield, written as a fraction of the theoretical maximum amount of product (1.0 means a 100% yield; for example, 0.34 means a 34% yield). (1) The reactants are N[C:2]1[CH:7]=[CH:6][CH:5]=[CH:4][C:3]=1[S:8]([NH:11][C:12]1[CH:13]=[CH:14][CH:15]=[C:16]2[C:21]=1[N:20]=[CH:19][CH:18]=[C:17]2[C:22]([F:25])([F:24])[F:23])(=[O:10])=[O:9].N(OC(C)(C)C)=O. The catalyst is CC(O)=O. The product is [F:25][C:22]([F:24])([F:23])[C:17]1[C:16]2[C:21](=[C:12]3[C:13](=[CH:14][CH:15]=2)[C:4]2[C:3](=[CH:2][CH:7]=[CH:6][CH:5]=2)[S:8](=[O:9])(=[O:10])[NH:11]3)[N:20]=[CH:19][CH:18]=1. The yield is 0.160. (2) The reactants are [CH2:1]([C:3]1[CH:11]=[CH:10][CH:9]=[CH:8][C:4]=1[C:5]([OH:7])=[O:6])[CH3:2].S(=O)(=O)(O)O.[CH3:17]O. No catalyst specified. The product is [CH3:17][O:6][C:5](=[O:7])[C:4]1[CH:8]=[CH:9][CH:10]=[CH:11][C:3]=1[CH2:1][CH3:2]. The yield is 0.880.